Task: Predict the product of the given reaction.. Dataset: Forward reaction prediction with 1.9M reactions from USPTO patents (1976-2016) (1) Given the reactants [NH2:1][C:2]1[CH:16]=[CH:15][C:5]([O:6][C:7]2[CH:14]=[CH:13][C:10]([C:11]#[N:12])=[CH:9][CH:8]=2)=[C:4]([C:17]2[C:25]3[C:20](=[C:21]([O:26][CH3:27])[N:22]=[CH:23][CH:24]=3)[N:19]([CH3:28])[CH:18]=2)[CH:3]=1.[CH3:29][S:30](Cl)(=[O:32])=[O:31].C(N(CC)CC)C.[OH-].[Na+], predict the reaction product. The product is: [C:11]([C:10]1[CH:13]=[CH:14][C:7]([O:6][C:5]2[CH:15]=[CH:16][C:2]([NH:1][S:30]([CH3:29])(=[O:32])=[O:31])=[CH:3][C:4]=2[C:17]2[C:25]3[C:20](=[C:21]([O:26][CH3:27])[N:22]=[CH:23][CH:24]=3)[N:19]([CH3:28])[CH:18]=2)=[CH:8][CH:9]=1)#[N:12]. (2) The product is: [CH2:1]([N:8]1[CH2:13][CH2:12][N:11]([C:23]([C:19]2[CH:18]=[C:17]3[C:22](=[CH:21][CH:20]=2)[NH:14][N:15]=[CH:16]3)=[O:24])[CH2:10][CH2:9]1)[C:2]1[CH:3]=[CH:4][CH:5]=[CH:6][CH:7]=1. Given the reactants [CH2:1]([N:8]1[CH2:13][CH2:12][NH:11][CH2:10][CH2:9]1)[C:2]1[CH:7]=[CH:6][CH:5]=[CH:4][CH:3]=1.[NH:14]1[C:22]2[C:17](=[CH:18][C:19]([C:23](O)=[O:24])=[CH:20][CH:21]=2)[CH:16]=[N:15]1.Cl.C(N=C=NCCCN(C)C)C.ON1C2C=CC=CC=2N=N1.CN(C1C=CC=CN=1)C.C(=O)([O-])O.[Na+], predict the reaction product. (3) Given the reactants Br[C:2]1[N:7]=[CH:6][C:5]([NH:8][C:9]([NH:11][CH2:12][CH2:13][CH2:14][CH2:15][N:16]2[CH2:21][CH2:20][CH2:19][CH2:18][CH2:17]2)=[O:10])=[CH:4][CH:3]=1.[CH3:22][O:23][C:24]1[CH:29]=[CH:28][C:27](B(O)O)=[CH:26][CH:25]=1.C(=O)([O-])[O-].[Na+].[Na+], predict the reaction product. The product is: [CH3:22][O:23][C:24]1[CH:29]=[CH:28][C:27]([C:2]2[N:7]=[CH:6][C:5]([NH:8][C:9]([NH:11][CH2:12][CH2:13][CH2:14][CH2:15][N:16]3[CH2:21][CH2:20][CH2:19][CH2:18][CH2:17]3)=[O:10])=[CH:4][CH:3]=2)=[CH:26][CH:25]=1. (4) Given the reactants C([O:3][C:4](=[O:19])[CH:5]([O:16][CH2:17][CH3:18])[CH2:6][C:7]1[CH:8]=[C:9]2[C:13](=[CH:14][CH:15]=1)[NH:12][CH:11]=[CH:10]2)C.Cl[CH2:21][C:22]1[N:23]=[C:24]([C:28]2[CH:33]=[CH:32][CH:31]=[C:30]([Cl:34])[CH:29]=2)[O:25][C:26]=1[CH3:27], predict the reaction product. The product is: [Cl:34][C:30]1[CH:29]=[C:28]([C:24]2[O:25][C:26]([CH3:27])=[C:22]([CH2:21][N:12]3[C:13]4[C:9](=[CH:8][C:7]([CH2:6][CH:5]([O:16][CH2:17][CH3:18])[C:4]([OH:3])=[O:19])=[CH:15][CH:14]=4)[CH:10]=[CH:11]3)[N:23]=2)[CH:33]=[CH:32][CH:31]=1.